This data is from Forward reaction prediction with 1.9M reactions from USPTO patents (1976-2016). The task is: Predict the product of the given reaction. Given the reactants [P:1]([O-:5])([O-:4])([OH:3])=[O:2].[Na+:6].[Na+].[O-:8][P:9]([O:12]P([O-])([O-])=O)(=[O:11])[O-:10], predict the reaction product. The product is: [P:1]([O-:5])([O-:4])([OH:3])=[O:2].[Na+:6].[Na+:6].[P:9](=[O:8])([OH:12])([OH:11])[OH:10].